This data is from NCI-60 drug combinations with 297,098 pairs across 59 cell lines. The task is: Regression. Given two drug SMILES strings and cell line genomic features, predict the synergy score measuring deviation from expected non-interaction effect. (1) Synergy scores: CSS=26.7, Synergy_ZIP=-6.68, Synergy_Bliss=3.47, Synergy_Loewe=-31.0, Synergy_HSA=1.46. Drug 1: C1C(C(OC1N2C=NC3=C(N=C(N=C32)Cl)N)CO)O. Drug 2: CN(C(=O)NC(C=O)C(C(C(CO)O)O)O)N=O. Cell line: OVCAR-5. (2) Drug 1: CC1=C(C=C(C=C1)C(=O)NC2=CC(=CC(=C2)C(F)(F)F)N3C=C(N=C3)C)NC4=NC=CC(=N4)C5=CN=CC=C5. Drug 2: CC1CCCC2(C(O2)CC(NC(=O)CC(C(C(=O)C(C1O)C)(C)C)O)C(=CC3=CSC(=N3)C)C)C. Cell line: NCI/ADR-RES. Synergy scores: CSS=4.54, Synergy_ZIP=0.251, Synergy_Bliss=4.40, Synergy_Loewe=-4.42, Synergy_HSA=1.34. (3) Drug 1: COC1=C(C=C2C(=C1)N=CN=C2NC3=CC(=C(C=C3)F)Cl)OCCCN4CCOCC4. Drug 2: C1=NC2=C(N=C(N=C2N1C3C(C(C(O3)CO)O)F)Cl)N. Cell line: SR. Synergy scores: CSS=21.6, Synergy_ZIP=6.13, Synergy_Bliss=7.62, Synergy_Loewe=3.50, Synergy_HSA=6.76. (4) Drug 1: CCC1=CC2CC(C3=C(CN(C2)C1)C4=CC=CC=C4N3)(C5=C(C=C6C(=C5)C78CCN9C7C(C=CC9)(C(C(C8N6C)(C(=O)OC)O)OC(=O)C)CC)OC)C(=O)OC.C(C(C(=O)O)O)(C(=O)O)O. Drug 2: C1CC(=O)NC(=O)C1N2C(=O)C3=CC=CC=C3C2=O. Cell line: HCT-15. Synergy scores: CSS=13.7, Synergy_ZIP=-3.81, Synergy_Bliss=-1.39, Synergy_Loewe=-27.7, Synergy_HSA=-1.84.